Dataset: NCI-60 drug combinations with 297,098 pairs across 59 cell lines. Task: Regression. Given two drug SMILES strings and cell line genomic features, predict the synergy score measuring deviation from expected non-interaction effect. (1) Drug 1: CCC(=C(C1=CC=CC=C1)C2=CC=C(C=C2)OCCN(C)C)C3=CC=CC=C3.C(C(=O)O)C(CC(=O)O)(C(=O)O)O. Drug 2: CC1CCC2CC(C(=CC=CC=CC(CC(C(=O)C(C(C(=CC(C(=O)CC(OC(=O)C3CCCCN3C(=O)C(=O)C1(O2)O)C(C)CC4CCC(C(C4)OC)O)C)C)O)OC)C)C)C)OC. Cell line: SF-268. Synergy scores: CSS=-2.15, Synergy_ZIP=1.98, Synergy_Bliss=5.36, Synergy_Loewe=0.357, Synergy_HSA=1.57. (2) Drug 1: CC1OCC2C(O1)C(C(C(O2)OC3C4COC(=O)C4C(C5=CC6=C(C=C35)OCO6)C7=CC(=C(C(=C7)OC)O)OC)O)O. Drug 2: C1CC(=O)NC(=O)C1N2C(=O)C3=CC=CC=C3C2=O. Cell line: OVCAR-8. Synergy scores: CSS=22.9, Synergy_ZIP=-2.69, Synergy_Bliss=-1.14, Synergy_Loewe=-24.5, Synergy_HSA=-1.87. (3) Drug 1: CC1=CC2C(CCC3(C2CCC3(C(=O)C)OC(=O)C)C)C4(C1=CC(=O)CC4)C. Drug 2: C1=NNC2=C1C(=O)NC=N2. Cell line: EKVX. Synergy scores: CSS=18.0, Synergy_ZIP=-1.99, Synergy_Bliss=5.18, Synergy_Loewe=6.50, Synergy_HSA=7.71. (4) Drug 1: CC1OCC2C(O1)C(C(C(O2)OC3C4COC(=O)C4C(C5=CC6=C(C=C35)OCO6)C7=CC(=C(C(=C7)OC)O)OC)O)O. Drug 2: CC(C)(C#N)C1=CC(=CC(=C1)CN2C=NC=N2)C(C)(C)C#N. Cell line: UACC62. Synergy scores: CSS=32.8, Synergy_ZIP=-9.30, Synergy_Bliss=0.284, Synergy_Loewe=-0.474, Synergy_HSA=0.844. (5) Drug 1: C1=CC(=CC=C1CCCC(=O)O)N(CCCl)CCCl. Drug 2: COCCOC1=C(C=C2C(=C1)C(=NC=N2)NC3=CC=CC(=C3)C#C)OCCOC.Cl. Cell line: OVCAR-4. Synergy scores: CSS=-0.998, Synergy_ZIP=-0.872, Synergy_Bliss=-1.74, Synergy_Loewe=-3.02, Synergy_HSA=-2.24. (6) Drug 1: CN1C2=C(C=C(C=C2)N(CCCl)CCCl)N=C1CCCC(=O)O.Cl. Drug 2: C1CCC(C(C1)N)N.C(=O)(C(=O)[O-])[O-].[Pt+4]. Cell line: HCT-15. Synergy scores: CSS=41.2, Synergy_ZIP=5.41, Synergy_Bliss=4.02, Synergy_Loewe=-28.2, Synergy_HSA=3.41. (7) Drug 1: CCN(CC)CCNC(=O)C1=C(NC(=C1C)C=C2C3=C(C=CC(=C3)F)NC2=O)C. Drug 2: N.N.Cl[Pt+2]Cl. Cell line: MDA-MB-231. Synergy scores: CSS=37.3, Synergy_ZIP=-3.50, Synergy_Bliss=0.932, Synergy_Loewe=-1.82, Synergy_HSA=-0.704. (8) Drug 1: CCC(=C(C1=CC=CC=C1)C2=CC=C(C=C2)OCCN(C)C)C3=CC=CC=C3.C(C(=O)O)C(CC(=O)O)(C(=O)O)O. Drug 2: CC(C)(C#N)C1=CC(=CC(=C1)CN2C=NC=N2)C(C)(C)C#N. Cell line: SK-MEL-28. Synergy scores: CSS=0.619, Synergy_ZIP=-1.37, Synergy_Bliss=-0.594, Synergy_Loewe=1.49, Synergy_HSA=0.0206. (9) Drug 1: C1C(C(OC1N2C=NC3=C(N=C(N=C32)Cl)N)CO)O. Drug 2: C1=CC=C(C(=C1)C(C2=CC=C(C=C2)Cl)C(Cl)Cl)Cl. Cell line: KM12. Synergy scores: CSS=14.9, Synergy_ZIP=-3.39, Synergy_Bliss=1.24, Synergy_Loewe=-23.7, Synergy_HSA=0.585. (10) Drug 1: C1CCC(C1)C(CC#N)N2C=C(C=N2)C3=C4C=CNC4=NC=N3. Drug 2: CC12CCC3C(C1CCC2=O)CC(=C)C4=CC(=O)C=CC34C. Cell line: HOP-92. Synergy scores: CSS=45.4, Synergy_ZIP=1.47, Synergy_Bliss=0.644, Synergy_Loewe=-5.65, Synergy_HSA=0.815.